From a dataset of Full USPTO retrosynthesis dataset with 1.9M reactions from patents (1976-2016). Predict the reactants needed to synthesize the given product. (1) Given the product [Cl:13][C:14]1[CH:21]=[CH:20][C:17]([CH2:18][NH:19][C:31]2[N:30]=[C:29]([NH:28][CH2:27][C:26]3[CH:25]=[CH:24][C:23]([Cl:22])=[CH:41][CH:40]=3)[C:38]3[C:33](=[CH:34][CH:35]=[CH:36][CH:37]=3)[N:32]=2)=[CH:16][CH:15]=1, predict the reactants needed to synthesize it. The reactants are: ClC1N=C(Cl)C2C(=CC=CC=2)N=1.[Cl:13][C:14]1[CH:21]=[CH:20][C:17]([CH2:18][NH2:19])=[CH:16][CH:15]=1.[Cl:22][C:23]1[CH:41]=[CH:40][C:26]([CH2:27][NH:28][C:29]2[C:38]3[C:33](=[CH:34][CH:35]=[CH:36][CH:37]=3)[N:32]=[C:31](Cl)[N:30]=2)=[CH:25][CH:24]=1. (2) The reactants are: O[C:2]1[C:10]([C:11]([O:13][CH2:14][CH3:15])=[O:12])=[C:9]2[N:5]([CH2:6][CH2:7][CH2:8]2)[C:4](=[O:16])[C:3]=1[CH3:17].P(Cl)(Cl)([Cl:20])=O.CN(C)C1C=CC=CC=1. Given the product [Cl:20][C:2]1[C:10]([C:11]([O:13][CH2:14][CH3:15])=[O:12])=[C:9]2[N:5]([CH2:6][CH2:7][CH2:8]2)[C:4](=[O:16])[C:3]=1[CH3:17], predict the reactants needed to synthesize it. (3) Given the product [CH3:22][O:21][C:17]1[CH:16]=[C:15]2[C:20](=[CH:19][CH:18]=1)[C:11]([O:9][CH2:8][CH2:7][N:1]1[CH2:6][CH2:5][CH2:4][CH2:3][CH2:2]1)=[N:12][C:13]([NH:23][C:24]1[CH:28]=[C:27]([CH3:29])[NH:26][N:25]=1)=[CH:14]2, predict the reactants needed to synthesize it. The reactants are: [N:1]1([CH2:7][CH2:8][OH:9])[CH2:6][CH2:5][CH2:4][CH2:3][CH2:2]1.Cl[C:11]1[C:20]2[C:15](=[CH:16][C:17]([O:21][CH3:22])=[CH:18][CH:19]=2)[CH:14]=[C:13]([NH:23][C:24]2[CH:28]=[C:27]([CH3:29])[NH:26][N:25]=2)[N:12]=1. (4) Given the product [N:1]1([C:6]2[N:11]=[C:10]3[CH2:12][CH2:13][CH:14]([C:15]([OH:17])=[O:16])[C:9]3=[CH:8][CH:7]=2)[CH:5]=[N:4][N:3]=[N:2]1, predict the reactants needed to synthesize it. The reactants are: [N:1]1([C:6]2[N:11]=[C:10]3[CH2:12][CH2:13][CH:14]([C:15]([O:17]C)=[O:16])[C:9]3=[CH:8][CH:7]=2)[CH:5]=[N:4][N:3]=[N:2]1.[OH-].[Li+].Cl. (5) The reactants are: [F:1][C:2]1[CH:7]=[CH:6][C:5]([CH:8]2[CH2:13][CH2:12][N:11](C(OC(C)(C)C)=O)[CH2:10][CH2:9]2)=[CH:4][C:3]=1[NH:21][C:22](=[O:35])[CH2:23][CH2:24][CH2:25][CH2:26][C:27](=[O:34])[C:28]1[CH:33]=[CH:32][CH:31]=[CH:30][CH:29]=1.FC(F)(F)C(O)=O. Given the product [F:1][C:2]1[CH:7]=[CH:6][C:5]([CH:8]2[CH2:9][CH2:10][NH:11][CH2:12][CH2:13]2)=[CH:4][C:3]=1[NH:21][C:22](=[O:35])[CH2:23][CH2:24][CH2:25][CH2:26][C:27](=[O:34])[C:28]1[CH:33]=[CH:32][CH:31]=[CH:30][CH:29]=1, predict the reactants needed to synthesize it. (6) Given the product [Cl:1][C:2]1[CH:10]=[CH:9][CH:8]=[C:7]([N+:11]([O-:13])=[O:12])[C:3]=1[C:4]([NH:21][C:20]1[CH:22]=[CH:23][CH:24]=[CH:25][C:19]=1[F:18])=[O:6], predict the reactants needed to synthesize it. The reactants are: [Cl:1][C:2]1[CH:10]=[CH:9][CH:8]=[C:7]([N+:11]([O-:13])=[O:12])[C:3]=1[C:4]([OH:6])=O.O=S(Cl)Cl.[F:18][C:19]1[CH:25]=[CH:24][CH:23]=[CH:22][C:20]=1[NH2:21].C([O-])(O)=O.[Na+]. (7) Given the product [CH3:17][C:18]1[CH:23]=[CH:22][CH:21]=[C:20]([CH3:24])[C:19]=1[O:25][CH2:2][C:3]1[CH:8]=[CH:7][C:6]([C:9]2[CH:13]=[C:12]([C:14]([NH2:16])=[O:15])[O:11][N:10]=2)=[CH:5][CH:4]=1, predict the reactants needed to synthesize it. The reactants are: Br[CH2:2][C:3]1[CH:8]=[CH:7][C:6]([C:9]2[CH:13]=[C:12]([C:14]([NH2:16])=[O:15])[O:11][N:10]=2)=[CH:5][CH:4]=1.[CH3:17][C:18]1[CH:23]=[CH:22][CH:21]=[C:20]([CH3:24])[C:19]=1[OH:25].C([O-])([O-])=O.[K+].[K+].